From a dataset of Catalyst prediction with 721,799 reactions and 888 catalyst types from USPTO. Predict which catalyst facilitates the given reaction. (1) Product: [CH2:1]([O:8][C:9]([N:11]1[CH2:16][CH2:15][CH:14]([CH:17]=[O:18])[CH2:13][CH2:12]1)=[O:10])[C:2]1[CH:7]=[CH:6][CH:5]=[CH:4][CH:3]=1. Reactant: [CH2:1]([O:8][C:9]([N:11]1[CH2:16][CH2:15][CH:14]([CH2:17][OH:18])[CH2:13][CH2:12]1)=[O:10])[C:2]1[CH:7]=[CH:6][CH:5]=[CH:4][CH:3]=1.CCOCC.[OH-].[Na+]. The catalyst class is: 2. (2) Reactant: CC(C)(S([NH:6][C:7]1([CH3:19])[CH2:10][CH:9]([NH:11][C:12](=[O:18])[O:13][C:14]([CH3:17])([CH3:16])[CH3:15])[CH2:8]1)=O)C.[ClH:21]. Product: [ClH:21].[NH2:6][C:7]1([CH3:19])[CH2:10][CH:9]([NH:11][C:12](=[O:18])[O:13][C:14]([CH3:16])([CH3:15])[CH3:17])[CH2:8]1. The catalyst class is: 71. (3) Reactant: [Br:1][C:2]1[CH:3]=[C:4]([CH2:9][OH:10])[C:5](I)=[N:6][CH:7]=1.C([Mg]Cl)(C)C.[Li+].[Cl-].[C:18]([N:25]1[CH2:28][C:27](=[O:29])[CH2:26]1)([O:20][C:21]([CH3:24])([CH3:23])[CH3:22])=[O:19]. Product: [C:21]([O:20][C:18]([N:25]1[CH2:28][C:27]([C:5]2[C:4]([CH2:9][OH:10])=[CH:3][C:2]([Br:1])=[CH:7][N:6]=2)([OH:29])[CH2:26]1)=[O:19])([CH3:24])([CH3:22])[CH3:23]. The catalyst class is: 1. (4) Reactant: N.Cl.C[NH:4]C.[O:6]=[C:7]1[C:15]2([CH2:19][O:18][C:17]3[CH:20]=[C:21]4[C:25](=[CH:26][C:16]2=3)[CH2:24][CH2:23][O:22]4)[C:14]2[C:9](=[CH:10][CH:11]=[CH:12][CH:13]=2)[N:8]1[CH2:27][C:28]1[O:29][CH:30]=[C:31]([C:33](O)=[O:34])[N:32]=1.O=C1C2(COC3C=C4C(=CC2=3)CCO4)C2C(=CC=CC=2)N1CC1OC(C(O)=O)=CC=1. Product: [O:6]=[C:7]1[C:15]2([CH2:19][O:18][C:17]3[CH:20]=[C:21]4[C:25](=[CH:26][C:16]2=3)[CH2:24][CH2:23][O:22]4)[C:14]2[C:9](=[CH:10][CH:11]=[CH:12][CH:13]=2)[N:8]1[CH2:27][C:28]1[O:29][CH:30]=[C:31]([C:33]([NH2:4])=[O:34])[N:32]=1. The catalyst class is: 12. (5) Reactant: [N:1]1[CH:6]=[CH:5][C:4]([NH2:7])=[N:3][CH:2]=1.[Cl:8][C:9]1[CH:10]=[C:11]([Cl:21])[C:12]2[N:13]([C:15]([C:18](Cl)=[O:19])=[CH:16][N:17]=2)[N:14]=1.[Br:22][C:23]1[C:24]2[N:25]([C:30]([C:33](Cl)=[O:34])=[CH:31][N:32]=2)[N:26]=[C:27]([Cl:29])[CH:28]=1. Product: [Cl:8][C:9]1[CH:10]=[C:11]([Cl:21])[C:12]2[N:13]([C:15]([C:18]([NH:7][C:4]3[CH:5]=[CH:6][N:1]=[CH:2][N:3]=3)=[O:19])=[CH:16][N:17]=2)[N:14]=1.[Br:22][C:23]1[C:24]2[N:25]([C:30]([C:33]([NH:7][C:4]3[CH:5]=[CH:6][N:1]=[CH:2][N:3]=3)=[O:34])=[CH:31][N:32]=2)[N:26]=[C:27]([Cl:29])[CH:28]=1. The catalyst class is: 2. (6) Reactant: [F:1][C:2]([F:15])([F:14])[S:3]([O:6]S(C(F)(F)F)(=O)=O)(=[O:5])=[O:4].[CH2:16]([O:23][C:24]1[CH:39]=[C:38](O)[CH:37]=[CH:36][C:25]=1[C:26]([O:28][CH2:29][C:30]1[CH:35]=[CH:34][CH:33]=[CH:32][CH:31]=1)=[O:27])[C:17]1[CH:22]=[CH:21][CH:20]=[CH:19][CH:18]=1.N1C=CC=CC=1.Cl. Product: [CH2:16]([O:23][C:24]1[CH:39]=[C:38]([O:6][S:3]([C:2]([F:15])([F:14])[F:1])(=[O:5])=[O:4])[CH:37]=[CH:36][C:25]=1[C:26]([O:28][CH2:29][C:30]1[CH:31]=[CH:32][CH:33]=[CH:34][CH:35]=1)=[O:27])[C:17]1[CH:18]=[CH:19][CH:20]=[CH:21][CH:22]=1. The catalyst class is: 96.